From a dataset of Reaction yield outcomes from USPTO patents with 853,638 reactions. Predict the reaction yield, written as a fraction of the theoretical maximum amount of product (1.0 means a 100% yield; for example, 0.34 means a 34% yield). (1) The reactants are Br[C:2]1[CH:23]=[CH:22][C:5]2[C:6]3[C:10]([CH2:11][CH2:12][O:13][C:4]=2[CH:3]=1)=[CH:9][N:8]([C:14]1[N:18]([CH:19]([CH3:21])[CH3:20])[CH:17]=[N:16][N:15]=1)[N:7]=3. The catalyst is C(#N)C.[Pd]. The product is [CH:19]([N:18]1[CH:17]=[N:16][N:15]=[C:14]1[N:8]1[N:7]=[C:6]2[C:10]([CH2:11][CH2:12][O:13][C:4]3[CH:3]=[CH:2][CH:23]=[CH:22][C:5]=32)=[CH:9]1)([CH3:21])[CH3:20]. The yield is 0.560. (2) The reactants are [CH3:1][C:2]([CH3:8])([CH3:7])[CH2:3][C:4](Cl)=[O:5].C(N(CC)CC)C.[Br:16][C:17]1[CH:22]=[C:21]([CH3:23])[C:20]([NH2:24])=[C:19]([CH3:25])[CH:18]=1.O. The catalyst is C(#N)C. The product is [Br:16][C:17]1[CH:22]=[C:21]([CH3:23])[C:20]([NH:24][C:4](=[O:5])[CH2:3][C:2]([CH3:8])([CH3:7])[CH3:1])=[C:19]([CH3:25])[CH:18]=1. The yield is 1.00.